Dataset: Catalyst prediction with 721,799 reactions and 888 catalyst types from USPTO. Task: Predict which catalyst facilitates the given reaction. (1) Reactant: [CH2:1]([N:11]([CH2:13][CH2:14][CH2:15][CH2:16][CH2:17][CH2:18][CH2:19][CH2:20][CH2:21][CH3:22])[CH3:12])[CH2:2][CH2:3][CH2:4][CH2:5][CH2:6][CH2:7][CH2:8][CH2:9][CH3:10].[CH3:23][O:24][C:25](=[O:28])[O:26]C. Product: [CH3:23][O:24][C:25](=[O:26])[O-:28].[CH3:12][N+:11]([CH3:23])([CH2:1][CH2:2][CH2:3][CH2:4][CH2:5][CH2:6][CH2:7][CH2:8][CH2:9][CH3:10])[CH2:13][CH2:14][CH2:15][CH2:16][CH2:17][CH2:18][CH2:19][CH2:20][CH2:21][CH3:22]. The catalyst class is: 5. (2) Reactant: N1C=CC=CC=1.[NH2:7][C:8]1[N:12]([C:13]2[CH:18]=[CH:17][CH:16]=[CH:15][CH:14]=2)[N:11]=[C:10]([C:19]([O:21][CH2:22][CH3:23])=[O:20])[CH:9]=1.[Br:24][C:25]1[CH:26]=[CH:27][C:28]([Cl:34])=[C:29]([CH:33]=1)[C:30](O)=[O:31].CCCP(=O)=O. Product: [Br:24][C:25]1[CH:26]=[CH:27][C:28]([Cl:34])=[C:29]([CH:33]=1)[C:30]([NH:7][C:8]1[N:12]([C:13]2[CH:18]=[CH:17][CH:16]=[CH:15][CH:14]=2)[N:11]=[C:10]([C:19]([O:21][CH2:22][CH3:23])=[O:20])[CH:9]=1)=[O:31]. The catalyst class is: 504. (3) Reactant: [CH2:1]([N:8]1[C:16]2[C:11](=[CH:12][C:13]([C:17]3[CH:22]=[CH:21][C:20]([O:23][C:24]([F:27])([F:26])[F:25])=[CH:19][CH:18]=3)=[CH:14][CH:15]=2)[CH:10]=[CH:9]1)[C:2]1[CH:7]=[CH:6][CH:5]=[CH:4][CH:3]=1.[C:28](Cl)(=[O:32])[C:29](Cl)=[O:30].[CH2:34]([OH:36])[CH3:35].C(=O)(O)[O-].[Na+]. Product: [CH2:1]([N:8]1[C:16]2[C:11](=[CH:12][C:13]([C:17]3[CH:22]=[CH:21][C:20]([O:23][C:24]([F:27])([F:25])[F:26])=[CH:19][CH:18]=3)=[CH:14][CH:15]=2)[C:10]([C:28](=[O:32])[C:29]([O:36][CH2:34][CH3:35])=[O:30])=[CH:9]1)[C:2]1[CH:3]=[CH:4][CH:5]=[CH:6][CH:7]=1. The catalyst class is: 1. (4) Reactant: C[O-].[Na+].C([O:7][CH:8]1[CH:13]([O:14]C(=O)C)[CH:12]([O:18]C(=O)C)[CH:11]([CH2:22][O:23]C(=O)C)[O:10][CH:9]1[O:27][C:28]1[CH:32]=[CH:31][S:30][C:29]=1[CH2:33][C:34]1[CH:39]=[CH:38][C:37]([O:40][C:41]([F:44])([F:43])[F:42])=[CH:36][CH:35]=1)(=O)C.CO. Product: [OH:23][CH2:22][CH:11]1[CH:12]([OH:18])[CH:13]([OH:14])[CH:8]([OH:7])[CH:9]([O:27][C:28]2[CH:32]=[CH:31][S:30][C:29]=2[CH2:33][C:34]2[CH:35]=[CH:36][C:37]([O:40][C:41]([F:44])([F:43])[F:42])=[CH:38][CH:39]=2)[O:10]1. The catalyst class is: 15. (5) Reactant: O=P(Cl)(Cl)Cl.[F:6][C:7]1[CH:12]=[CH:11][CH:10]=[C:9]([F:13])[C:8]=1[C:14]1[NH:22][C:21]2[CH2:20][CH2:19][N:18]([C:23]3[N:24]=[C:25]([C:29]4[CH:30]=[N:31][CH:32]=[CH:33][CH:34]=4)[S:26][C:27]=3[CH3:28])[CH2:17][C:16]=2[CH:15]=1.O.[C:36]([O-])(O)=[O:37].[Na+]. Product: [F:6][C:7]1[CH:12]=[CH:11][CH:10]=[C:9]([F:13])[C:8]=1[C:14]1[NH:22][C:21]2[CH2:20][CH2:19][N:18]([C:23]3[N:24]=[C:25]([C:29]4[CH:30]=[N:31][CH:32]=[CH:33][CH:34]=4)[S:26][C:27]=3[CH3:28])[CH2:17][C:16]=2[C:15]=1[CH2:36][OH:37]. The catalyst class is: 3. (6) Reactant: [NH2:1][C:2]1[C:10]2[C:9](=[O:11])[NH:8][C:7](=[O:12])[C:6]=2[C:5]([NH2:13])=[C:4]2[C:14](=[O:23])[C:15]3[C:20]([C:21](=[O:22])[C:3]=12)=[CH:19][CH:18]=[CH:17][CH:16]=3.[C:24]([O:29][C:30](=O)[C:31](C)=C)(=[O:28])[C:25]([CH3:27])=[CH2:26].C(O)(=O)C. Product: [C:24]([O:29][CH2:30][CH2:31][N:8]1[C:9](=[O:11])[C:10]2[C:2]([NH2:1])=[C:3]3[C:21](=[O:22])[C:20]4[C:15]([C:14](=[O:23])[C:4]3=[C:5]([NH2:13])[C:6]=2[C:7]1=[O:12])=[CH:16][CH:17]=[CH:18][CH:19]=4)(=[O:28])[C:25]([CH3:27])=[CH2:26]. The catalyst class is: 230.